This data is from Full USPTO retrosynthesis dataset with 1.9M reactions from patents (1976-2016). The task is: Predict the reactants needed to synthesize the given product. (1) Given the product [CH3:1][C:2]1[CH:3]=[C:4]([C:24]([OH:29])=[O:26])[CH:5]=[C:6]2[C:10]=1[C:9](=[O:11])[N:8]([CH2:12][C:13]1[CH:18]=[CH:17][C:16]([O:19][C:20]([F:23])([F:22])[F:21])=[CH:15][CH:14]=1)[CH2:7]2, predict the reactants needed to synthesize it. The reactants are: [CH3:1][C:2]1[CH:3]=[C:4]([C:24]#N)[CH:5]=[C:6]2[C:10]=1[C:9](=[O:11])[N:8]([CH2:12][C:13]1[CH:18]=[CH:17][C:16]([O:19][C:20]([F:23])([F:22])[F:21])=[CH:15][CH:14]=1)[CH2:7]2.[OH-:26].[K+].C[OH:29]. (2) Given the product [O:1]1[C:5]2[CH:6]=[CH:7][CH:8]=[C:9]([C:10]([CH3:28])([CH3:27])[CH2:11][C:12]([OH:26])([C:30]([F:32])([F:31])[F:29])[C:13]([NH:15][C:16]3[CH:25]=[CH:24][CH:23]=[C:22]4[C:17]=3[CH:18]=[CH:19][CH:20]=[N:21]4)=[O:14])[C:4]=2[O:3][CH2:2]1, predict the reactants needed to synthesize it. The reactants are: [O:1]1[C:5]2[CH:6]=[CH:7][CH:8]=[C:9]([C:10]([CH3:28])([CH3:27])[CH2:11][C:12](=[O:26])[C:13]([NH:15][C:16]3[CH:25]=[CH:24][CH:23]=[C:22]4[C:17]=3[CH:18]=[CH:19][CH:20]=[N:21]4)=[O:14])[C:4]=2[O:3][CH2:2]1.[F:29][C:30]([Si](C)(C)C)([F:32])[F:31].C(=O)([O-])[O-].[Cs+].[Cs+].[F-].C([N+](CCCC)(CCCC)CCCC)CCC. (3) Given the product [Cl:1][C:2]1[CH:3]=[C:4]([CH:8]2[CH:9]3[N:10]([C:48](=[O:49])[N:30]([CH3:31])[C:28]3=[O:29])[CH:11]([CH2:23][C:24]([CH3:25])([CH3:27])[CH3:26])[C:12]2([C:15]2[CH:20]=[CH:19][C:18]([Cl:21])=[CH:17][CH:16]=2)[C:13]#[N:14])[CH:5]=[CH:6][CH:7]=1, predict the reactants needed to synthesize it. The reactants are: [Cl:1][C:2]1[C:3](F)=[C:4]([C@@H:8]2[C@:12]([C:15]3[CH:20]=[CH:19][C:18]([Cl:21])=[CH:17][C:16]=3F)([C:13]#[N:14])[C@H:11]([CH2:23][C:24]([CH3:27])([CH3:26])[CH3:25])[NH:10][C@H:9]2[C:28]([NH:30][C:31]2C=CC(C(O)=O)=CC=2OC(F)(F)F)=[O:29])[CH:5]=[CH:6][CH:7]=1.CN=[C:48]=[O:49].